Regression. Given a peptide amino acid sequence and an MHC pseudo amino acid sequence, predict their binding affinity value. This is MHC class I binding data. From a dataset of Peptide-MHC class I binding affinity with 185,985 pairs from IEDB/IMGT. (1) The peptide sequence is KAVYNFATCGI. The MHC is H-2-Db with pseudo-sequence H-2-Db. The binding affinity (normalized) is 0.591. (2) The MHC is HLA-A30:01 with pseudo-sequence HLA-A30:01. The peptide sequence is LIGARRTSF. The binding affinity (normalized) is 0.415.